This data is from Buchwald-Hartwig C-N cross coupling reaction yields with 55,370 reactions. The task is: Predict the reaction yield, written as a fraction of the theoretical maximum amount of product (1.0 means a 100% yield; for example, 0.34 means a 34% yield). (1) The reactants are Ic1ccccn1.Cc1ccc(N)cc1.O=S(=O)(O[Pd]1c2ccccc2-c2ccccc2N~1)C(F)(F)F.CC(C)c1cc(C(C)C)c(-c2ccccc2P(C2CCCCC2)C2CCCCC2)c(C(C)C)c1.CN(C)C(=NC(C)(C)C)N(C)C.COC(=O)c1cc(-c2cccs2)on1. No catalyst specified. The product is Cc1ccc(Nc2ccccn2)cc1. The yield is 0.394. (2) The reactants are COc1ccc(Br)cc1.Cc1ccc(N)cc1.O=S(=O)(O[Pd]1c2ccccc2-c2ccccc2N~1)C(F)(F)F.CC(C)c1cc(C(C)C)c(-c2ccccc2P(C2CCCCC2)C2CCCCC2)c(C(C)C)c1.CCN=P(N=P(N(C)C)(N(C)C)N(C)C)(N(C)C)N(C)C.Cc1cc(C)on1. No catalyst specified. The product is COc1ccc(Nc2ccc(C)cc2)cc1. The yield is 0.397. (3) The reactants are CCc1ccc(Br)cc1.Cc1ccc(N)cc1.O=S(=O)(O[Pd]1c2ccccc2-c2ccccc2N~1)C(F)(F)F.COc1ccc(OC)c(P([C@]23C[C@H]4C[C@H](C[C@H](C4)C2)C3)[C@]23C[C@H]4C[C@H](C[C@H](C4)C2)C3)c1-c1c(C(C)C)cc(C(C)C)cc1C(C)C.CN(C)C(=NC(C)(C)C)N(C)C.c1ccc(-c2ccon2)cc1. No catalyst specified. The product is CCc1ccc(Nc2ccc(C)cc2)cc1. The yield is 0.739. (4) The reactants are Ic1cccnc1.Cc1ccc(N)cc1.O=S(=O)(O[Pd]1c2ccccc2-c2ccccc2N~1)C(F)(F)F.COc1ccc(OC)c(P([C@]23C[C@H]4C[C@H](C[C@H](C4)C2)C3)[C@]23C[C@H]4C[C@H](C[C@H](C4)C2)C3)c1-c1c(C(C)C)cc(C(C)C)cc1C(C)C.CN(C)C(=NC(C)(C)C)N(C)C.CCOC(=O)c1cc(C)no1. No catalyst specified. The product is Cc1ccc(Nc2cccnc2)cc1. The yield is 0.794. (5) The reactants are FC(F)(F)c1ccc(I)cc1.Cc1ccc(N)cc1.O=S(=O)(O[Pd]1c2ccccc2-c2ccccc2N~1)C(F)(F)F.COc1ccc(OC)c(P([C@]23C[C@H]4C[C@H](C[C@H](C4)C2)C3)[C@]23C[C@H]4C[C@H](C[C@H](C4)C2)C3)c1-c1c(C(C)C)cc(C(C)C)cc1C(C)C.CCN=P(N=P(N(C)C)(N(C)C)N(C)C)(N(C)C)N(C)C.CCOC(=O)c1cc(OC)no1. No catalyst specified. The product is Cc1ccc(Nc2ccc(C(F)(F)F)cc2)cc1. The yield is 0.375. (6) No catalyst specified. The product is COc1ccc(Nc2ccc(C)cc2)cc1. The yield is 0.392. The reactants are COc1ccc(Cl)cc1.Cc1ccc(N)cc1.O=S(=O)(O[Pd]1c2ccccc2-c2ccccc2N~1)C(F)(F)F.CC(C)c1cc(C(C)C)c(-c2ccccc2P(C2CCCCC2)C2CCCCC2)c(C(C)C)c1.CN(C)C(=NC(C)(C)C)N(C)C.c1ccc(CN(Cc2ccccc2)c2ccon2)cc1. (7) The yield is 0.387. No catalyst specified. The reactants are FC(F)(F)c1ccc(Br)cc1.Cc1ccc(N)cc1.O=S(=O)(O[Pd]1c2ccccc2-c2ccccc2N~1)C(F)(F)F.CC(C)c1cc(C(C)C)c(-c2ccccc2P(C(C)(C)C)C(C)(C)C)c(C(C)C)c1.CN(C)C(=NC(C)(C)C)N(C)C.Cc1cc(-c2ccccc2)on1. The product is Cc1ccc(Nc2ccc(C(F)(F)F)cc2)cc1. (8) The reactants are CCc1ccc(Cl)cc1.Cc1ccc(N)cc1.O=S(=O)(O[Pd]1c2ccccc2-c2ccccc2N~1)C(F)(F)F.CC(C)c1cc(C(C)C)c(-c2ccccc2P(C2CCCCC2)C2CCCCC2)c(C(C)C)c1.CCN=P(N=P(N(C)C)(N(C)C)N(C)C)(N(C)C)N(C)C.c1ccc(CN(Cc2ccccc2)c2ccon2)cc1. No catalyst specified. The product is CCc1ccc(Nc2ccc(C)cc2)cc1. The yield is 0.133. (9) The reactants are CCc1ccc(I)cc1.Cc1ccc(N)cc1.O=S(=O)(O[Pd]1c2ccccc2-c2ccccc2N~1)C(F)(F)F.COc1ccc(OC)c(P(C(C)(C)C)C(C)(C)C)c1-c1c(C(C)C)cc(C(C)C)cc1C(C)C.CCN=P(N=P(N(C)C)(N(C)C)N(C)C)(N(C)C)N(C)C.c1ccc(-c2cnoc2)cc1. No catalyst specified. The product is CCc1ccc(Nc2ccc(C)cc2)cc1. The yield is 0.254.